Task: Predict the reactants needed to synthesize the given product.. Dataset: Full USPTO retrosynthesis dataset with 1.9M reactions from patents (1976-2016) (1) The reactants are: FC(F)(F)S(O[CH2:7][C:8]([F:16])([F:15])[C:9]1[CH:14]=[CH:13][CH:12]=[CH:11][N:10]=1)(=O)=O.[N-:19]=[N+:20]=[N-:21].[Na+].O. Given the product [F:15][C:8]([F:16])([C:9]1[CH:14]=[CH:13][CH:12]=[CH:11][N:10]=1)[CH2:7][N:19]=[N+:20]=[N-:21], predict the reactants needed to synthesize it. (2) Given the product [CH:1]1([N:7]([CH:24]2[CH2:25][CH2:26][CH2:27][CH2:28][CH2:29]2)[C:8](=[O:23])[NH:9][C:10]2[S:11][C:12]([S:15]([NH:18][CH2:48][CH2:47][C:46]([OH:59])=[O:45])(=[O:17])=[O:16])=[CH:13][N:14]=2)[CH2:6][CH2:5][CH2:4][CH2:3][CH2:2]1, predict the reactants needed to synthesize it. The reactants are: [CH:1]1([N:7]([CH:24]2[CH2:29][CH2:28][CH2:27][CH2:26][CH2:25]2)[C:8](=[O:23])[NH:9][C:10]2[S:11][C:12]([S:15]([NH:18]CC(O)=O)(=[O:17])=[O:16])=[CH:13][N:14]=2)[CH2:6][CH2:5][CH2:4][CH2:3][CH2:2]1.C1(NC2CCCCC2)CCCCC1.C([O:45][C:46](=[O:59])[CH2:47][CH2:48]NS(C1SC(N)=NC=1)(=O)=O)C.